Task: Predict the reaction yield, written as a fraction of the theoretical maximum amount of product (1.0 means a 100% yield; for example, 0.34 means a 34% yield).. Dataset: Reaction yield outcomes from USPTO patents with 853,638 reactions The reactants are [C:1]([O:5][C:6]([N:8]1[C@@H:12]([CH3:13])[CH2:11][CH2:10][C@H:9]1[C:14](O)=[O:15])=[O:7])([CH3:4])([CH3:3])[CH3:2].B.CSC.CO. The catalyst is O1CCCC1. The product is [OH:15][CH2:14][C@@H:9]1[CH2:10][CH2:11][C@H:12]([CH3:13])[N:8]1[C:6]([O:5][C:1]([CH3:2])([CH3:4])[CH3:3])=[O:7]. The yield is 0.930.